This data is from Forward reaction prediction with 1.9M reactions from USPTO patents (1976-2016). The task is: Predict the product of the given reaction. (1) Given the reactants CC1C=CC=C(O)C=1O.O[C:11]1[C:24]2[C:23](=[O:25])[C:22]3[C:17](=[CH:18][CH:19]=[CH:20][CH:21]=3)[C:16](=[O:26])[C:15]=2[CH:14]=[C:13](C)[C:12]=1[OH:28].C1(=O)OC(=O)C2=CC=CC=C12.[C:40]1([CH:47]=[CH:46][CH:45]=[C:43]([OH:44])[CH:42]=1)[OH:41], predict the reaction product. The product is: [C:40]1([CH:47]=[CH:46][CH:45]=[C:43]([OH:44])[CH:42]=1)[OH:41].[CH:20]1[CH:21]=[C:22]2[C:23]([O:26][C:16]3([C:15]4[CH:24]=[CH:11][C:12]([OH:28])=[CH:13][C:14]=4[O:44][C:43]4[CH:42]=[C:40]([OH:41])[CH:47]=[CH:46][C:45]3=4)[C:17]2=[CH:18][CH:19]=1)=[O:25]. (2) Given the reactants [F:1][C:2]1[N:7]=[C:6]([NH:8][CH2:9][C@@H:10]([C@@H:12]([NH:17]C(=O)OC(C)(C)C)[CH2:13][CH2:14][CH2:15][CH3:16])[OH:11])[CH:5]=[CH:4][CH:3]=1.FC1N=C(NC[C@H]([C@@H](NC(=O)OC(C)(C)C)CCCC)O)C=CC=1.Cl.C(N(CC)C(C)C)(C)C.[C:59](=[O:92])(OC1C=CC([N+]([O-])=O)=CC=1)[O:60][C@H:61]([CH2:66][N:67]1[CH:71]=[CH:70][C:69]([C:72]2[CH:77]=[CH:76][C:75]([C:78]([F:81])([F:80])[F:79])=[CH:74][CH:73]=2)=[N:68]1)[C:62]([CH3:65])([CH3:64])[CH3:63], predict the reaction product. The product is: [F:1][C:2]1[N:7]=[C:6]([NH:8][CH2:9][C@@H:10]([C@@H:12]([NH:17][C:59](=[O:92])[O:60][C@H:61]([CH2:66][N:67]2[CH:71]=[CH:70][C:69]([C:72]3[CH:73]=[CH:74][C:75]([C:78]([F:80])([F:79])[F:81])=[CH:76][CH:77]=3)=[N:68]2)[C:62]([CH3:63])([CH3:65])[CH3:64])[CH2:13][CH2:14][CH2:15][CH3:16])[OH:11])[CH:5]=[CH:4][CH:3]=1. (3) Given the reactants Cl.Cl.[CH3:3][NH:4][CH2:5][CH2:6][CH2:7][CH2:8][CH2:9][CH2:10][CH2:11][CH2:12][CH2:13][N:14]1[CH2:19][CH2:18][CH:17]([O:20][C:21](=[O:35])[NH:22][C:23]2[CH:28]=[CH:27][CH:26]=[CH:25][C:24]=2[C:29]2[CH:34]=[CH:33][CH:32]=[CH:31][CH:30]=2)[CH2:16][CH2:15]1.C(N(CC)CC)C.[Cl:43][C:44]1[CH:45]=[C:46]([CH2:51][C:52]([OH:54])=O)[CH:47]=[CH:48][C:49]=1[OH:50].Cl.CN(C)CCCN=C=NCC, predict the reaction product. The product is: [NH3:4].[Cl:43][C:44]1[CH:45]=[C:46]([CH2:51][C:52]([N:4]([CH3:3])[CH2:5][CH2:6][CH2:7][CH2:8][CH2:9][CH2:10][CH2:11][CH2:12][CH2:13][N:14]2[CH2:15][CH2:16][CH:17]([O:20][C:21](=[O:35])[NH:22][C:23]3[CH:28]=[CH:27][CH:26]=[CH:25][C:24]=3[C:29]3[CH:30]=[CH:31][CH:32]=[CH:33][CH:34]=3)[CH2:18][CH2:19]2)=[O:54])[CH:47]=[CH:48][C:49]=1[OH:50]. (4) Given the reactants [F:1][C:2]([F:26])([F:25])[C:3]1[N:8]2[N:9]=[CH:10][C:11]([C:12](O)=[O:13])=[C:7]2[N:6]=[C:5]([C:15]2[CH:20]=[CH:19][C:18]([C:21]([F:24])([F:23])[F:22])=[CH:17][CH:16]=2)[CH:4]=1.[NH2:27][C:28]1[CH:29]=[C:30]([S:35]([NH2:38])(=[O:37])=[O:36])[C:31]([CH3:34])=[CH:32][CH:33]=1, predict the reaction product. The product is: [CH3:34][C:31]1[CH:32]=[CH:33][C:28]([NH:27][C:12]([C:11]2[CH:10]=[N:9][N:8]3[C:3]([C:2]([F:26])([F:25])[F:1])=[CH:4][C:5]([C:15]4[CH:20]=[CH:19][C:18]([C:21]([F:24])([F:22])[F:23])=[CH:17][CH:16]=4)=[N:6][C:7]=23)=[O:13])=[CH:29][C:30]=1[S:35](=[O:36])(=[O:37])[NH2:38]. (5) Given the reactants [Br:1][C:2]1[S:6][C:5]([CH2:7][C@H:8]([NH:12][C:13]([O:15][C:16]([CH3:19])([CH3:18])[CH3:17])=[O:14])[C:9]([OH:11])=[O:10])=[CH:4][CH:3]=1.[CH3:20]CN(C(C)C)C(C)C.CI.O, predict the reaction product. The product is: [CH3:20][O:10][C:9](=[O:11])[C@@H:8]([NH:12][C:13]([O:15][C:16]([CH3:19])([CH3:18])[CH3:17])=[O:14])[CH2:7][C:5]1[S:6][C:2]([Br:1])=[CH:3][CH:4]=1. (6) Given the reactants [C:1]([OH:5])(=[O:4])[CH:2]=[CH2:3].[NH2:6][C:7]1[CH:12]=[CH:11][C:10](Br)=[CH:9][N:8]=1.C([O-])([O-])=O.[Na+].[Na+], predict the reaction product. The product is: [NH2:6][C:7]1[N:8]=[CH:9][C:10](/[CH:3]=[CH:2]/[C:1]([OH:5])=[O:4])=[CH:11][CH:12]=1. (7) Given the reactants [N:1]1([C:7]2[C:12]([CH2:13][OH:14])=[CH:11][CH:10]=[CH:9][N:8]=2)[CH2:6][CH2:5][NH:4][CH2:3][CH2:2]1.[Br:15][C:16]1[C:24]2[N:23]=[C:22](Cl)[NH:21][C:20]=2[CH:19]=[C:18]([C:26]([F:29])([F:28])[F:27])[CH:17]=1, predict the reaction product. The product is: [Br:15][C:16]1[C:24]2[NH:23][C:22]([N:4]3[CH2:3][CH2:2][N:1]([C:7]4[C:12]([CH2:13][OH:14])=[CH:11][CH:10]=[CH:9][N:8]=4)[CH2:6][CH2:5]3)=[N:21][C:20]=2[CH:19]=[C:18]([C:26]([F:29])([F:28])[F:27])[CH:17]=1. (8) Given the reactants C(N(CC)CC)C.CN(C)CCCN=C=NCC.ON1C2C=CC=CC=2N=N1.[C:29]([N:32]1[CH2:39][CH2:38][CH2:37][C@H:33]1[C:34]([OH:36])=O)(=[O:31])[CH3:30].[CH:40]1[C:48]2[C:47]3[CH2:49][CH2:50][CH2:51][CH2:52][CH2:53][C:46]=3[O:45][C:44]=2[CH:43]=[CH:42][C:41]=1[NH2:54], predict the reaction product. The product is: [C:29]([N:32]1[CH2:39][CH2:38][CH2:37][C@H:33]1[C:34]([NH:54][C:41]1[CH:42]=[CH:43][C:44]2[O:45][C:46]3[CH2:53][CH2:52][CH2:51][CH2:50][CH2:49][C:47]=3[C:48]=2[CH:40]=1)=[O:36])(=[O:31])[CH3:30].